This data is from Forward reaction prediction with 1.9M reactions from USPTO patents (1976-2016). The task is: Predict the product of the given reaction. (1) Given the reactants [NH:1]1[C:5]([NH2:6])=[CH:4][C:3]([NH2:7])=[N:2]1.C(O[C:11](=[O:25])[CH2:12][C:13](=O)[CH2:14][CH2:15][C:16]1[CH:21]=[CH:20][CH:19]=[C:18]([F:22])[C:17]=1[F:23])C.[CH3:26][C:27](O)=[O:28], predict the reaction product. The product is: [F:23][C:17]1[C:18]([F:22])=[CH:19][CH:20]=[CH:21][C:16]=1[CH2:15][CH2:14][C:13]1[CH:12]=[C:11]([OH:25])[N:1]2[N:2]=[C:3]([NH:7][C:27](=[O:28])[CH3:26])[CH:4]=[C:5]2[N:6]=1. (2) Given the reactants [H-].[Na+].[CH3:3][S:4]([CH:7]([CH3:13])[C:8]([O:10][CH2:11][CH3:12])=[O:9])(=[O:6])=[O:5].[Br:14][CH2:15][CH2:16]Br, predict the reaction product. The product is: [Br:14][CH2:15][CH2:16][C:7]([CH3:13])([S:4]([CH3:3])(=[O:5])=[O:6])[C:8]([O:10][CH2:11][CH3:12])=[O:9].